This data is from Forward reaction prediction with 1.9M reactions from USPTO patents (1976-2016). The task is: Predict the product of the given reaction. (1) Given the reactants [C:1]1([CH2:7][CH2:8][CH2:9][CH2:10][PH:11](=[O:13])[OH:12])[CH:6]=[CH:5][CH:4]=[CH:3][CH:2]=1.[CH2:14](O)[C:15]1[CH:20]=[CH:19][CH:18]=[CH:17][CH:16]=1.C(Cl)CCl, predict the reaction product. The product is: [CH2:14]([O:13][PH:11]([CH2:10][CH2:9][CH2:8][CH2:7][C:1]1[CH:6]=[CH:5][CH:4]=[CH:3][CH:2]=1)=[O:12])[C:15]1[CH:20]=[CH:19][CH:18]=[CH:17][CH:16]=1. (2) The product is: [ClH:27].[O:1]=[C:2]1[C:10]2[C:5](=[CH:6][C:7]([C:11]([NH:13][CH:14]3[CH2:15][CH2:16][NH:17][CH2:18][CH2:19]3)=[O:12])=[CH:8][CH:9]=2)[CH2:4][O:3]1. Given the reactants [O:1]=[C:2]1[C:10]2[C:5](=[CH:6][C:7]([C:11]([NH:13][CH:14]3[CH2:19][CH2:18][N:17](C(OC(C)(C)C)=O)[CH2:16][CH2:15]3)=[O:12])=[CH:8][CH:9]=2)[CH2:4][O:3]1.[ClH:27], predict the reaction product.